Dataset: Full USPTO retrosynthesis dataset with 1.9M reactions from patents (1976-2016). Task: Predict the reactants needed to synthesize the given product. (1) Given the product [Cl:1][C:2]1[C:7]([CH:8]([CH:13]=[O:14])[C:9]#[N:10])=[CH:6][CH:5]=[CH:4][N:3]=1, predict the reactants needed to synthesize it. The reactants are: [Cl:1][C:2]1[C:7]([CH2:8][C:9]#[N:10])=[CH:6][CH:5]=[CH:4][N:3]=1.[H-].[Na+].[CH:13](OCC)=[O:14]. (2) Given the product [Cl:12][C:13]1[N:18]=[C:17]([NH:1][C:2]2[CH:11]=[CH:10][C:5]3[NH:6][C:7](=[O:9])[NH:8][C:4]=3[CH:3]=2)[C:16]([F:20])=[CH:15][N:14]=1, predict the reactants needed to synthesize it. The reactants are: [NH2:1][C:2]1[CH:11]=[CH:10][C:5]2[NH:6][C:7](=[O:9])[NH:8][C:4]=2[CH:3]=1.[Cl:12][C:13]1[N:18]=[C:17](Cl)[C:16]([F:20])=[CH:15][N:14]=1.CO.